From a dataset of Cav3 T-type calcium channel HTS with 100,875 compounds. Binary Classification. Given a drug SMILES string, predict its activity (active/inactive) in a high-throughput screening assay against a specified biological target. (1) The compound is Clc1ccc(C2(O)C(CSCC2)CN(C)C)cc1. The result is 0 (inactive). (2) The compound is S=c1n(CCCOCC)c(=O)c2c([nH]1)cc(C(=O)NCCN(CC)CC)cc2. The result is 0 (inactive). (3) The result is 0 (inactive). The drug is s1c(c2nc(NC(=O)c3ccc(cc3)C)ncc2)ccc1. (4) The molecule is O(c1cc2C34C(C(N(CC3)C)Cc2cc1)CCCC4)C. The result is 0 (inactive). (5) The molecule is S(CC(OC(C)C)=O)c1oc(nn1)COc1cc(cc(c1)C)C. The result is 0 (inactive). (6) The drug is S(=O)(=O)(CCC(=O)N1CCN(CC1)c1ccccc1)Cc1ccccc1. The result is 0 (inactive). (7) The drug is O1C2(OCC1)CCN(CC2)C(=O)c1n(c2c(c1)c(=O)n(c1c2cccc1)C)C. The result is 0 (inactive).